The task is: Predict which catalyst facilitates the given reaction.. This data is from Catalyst prediction with 721,799 reactions and 888 catalyst types from USPTO. Reactant: [CH3:1][S:2]([OH:5])(=[O:4])=[O:3].[Cl:6][C:7]1[C:8]([F:37])=[C:9]([CH:34]=[CH:35][CH:36]=1)[NH:10][C:11]1[C:20]2[C:15](=[CH:16][C:17]([O:32][CH3:33])=[C:18]([O:21][CH:22]3[CH2:27][CH2:26][N:25]([C:28](=[O:31])[CH2:29][OH:30])[CH2:24][CH2:23]3)[CH:19]=2)[N:14]=[CH:13][N:12]=1. Product: [CH3:1][S:2]([OH:5])(=[O:4])=[O:3].[Cl:6][C:7]1[C:8]([F:37])=[C:9]([CH:34]=[CH:35][CH:36]=1)[NH:10][C:11]1[C:20]2[C:15](=[CH:16][C:17]([O:32][CH3:33])=[C:18]([O:21][CH:22]3[CH2:27][CH2:26][N:25]([C:28](=[O:31])[CH2:29][OH:30])[CH2:24][CH2:23]3)[CH:19]=2)[N:14]=[CH:13][N:12]=1. The catalyst class is: 6.